This data is from Peptide-MHC class II binding affinity with 134,281 pairs from IEDB. The task is: Regression. Given a peptide amino acid sequence and an MHC pseudo amino acid sequence, predict their binding affinity value. This is MHC class II binding data. (1) The peptide sequence is INEPWAAAIAYGLDR. The MHC is HLA-DQA10501-DQB10301 with pseudo-sequence HLA-DQA10501-DQB10301. The binding affinity (normalized) is 0.724. (2) The peptide sequence is RSWVTAGEIHAVPFG. The MHC is DRB1_1301 with pseudo-sequence DRB1_1301. The binding affinity (normalized) is 0.410. (3) The peptide sequence is PLYKLVHVFINTQYA. The MHC is HLA-DPA10201-DPB10101 with pseudo-sequence HLA-DPA10201-DPB10101. The binding affinity (normalized) is 0.792.